Dataset: Reaction yield outcomes from USPTO patents with 853,638 reactions. Task: Predict the reaction yield, written as a fraction of the theoretical maximum amount of product (1.0 means a 100% yield; for example, 0.34 means a 34% yield). (1) The yield is 0.450. The product is [CH3:2][O:4][C:13]1[CH:12]=[CH:11][C:10]([N:18]2[CH2:19][CH2:20][CH2:21][N:15]([C:22]3[C:23]([CH3:36])=[C:24]([CH3:35])[C:25]4[O:29][C:28]([CH3:31])([CH3:30])[C:27](=[O:32])[C:26]=4[C:33]=3[CH3:34])[CH2:16][CH2:17]2)=[CH:9][CH:8]=1. The catalyst is O.CC(C)([P](C(C)(C)C)([Pd][P](C(C)(C)C)(C(C)(C)C)C(C)(C)C)C(C)(C)C)C. The reactants are C[C:2](C)([O-:4])C.[Na+].C[C:8]1[CH:9]=[CH:10][CH:11]=[CH:12][C:13]=1C.[N:15]1([C:22]2[C:23]([CH3:36])=[C:24]([CH3:35])[C:25]3[O:29][C:28]([CH3:31])([CH3:30])[C:27](=[O:32])[C:26]=3[C:33]=2[CH3:34])[CH2:21][CH2:20][CH2:19][NH:18][CH2:17][CH2:16]1. (2) The reactants are [C:1]([Cl:6])(=[O:5])[C:2](Cl)=[O:3].[F:7][C:8]1[CH:18]=[CH:17][C:11](OCC(O)=O)=[CH:10][CH:9]=1. The catalyst is CN(C)C=O.ClCCl. The product is [F:7][C:8]1[CH:18]=[CH:17][C:11]([O:3][CH2:2][C:1]([Cl:6])=[O:5])=[CH:10][CH:9]=1. The yield is 1.00.